This data is from Forward reaction prediction with 1.9M reactions from USPTO patents (1976-2016). The task is: Predict the product of the given reaction. (1) Given the reactants [CH3:1][O:2][C:3]1[CH:4]=[C:5]([CH:23]=[C:24]([O:28][CH3:29])[C:25]=1[O:26][CH3:27])[C:6]([C:8]1[C:12]2[CH:13]=[CH:14][C:15]([O:21][CH3:22])=[C:16]([O:17]C(C)C)[C:11]=2[O:10][CH:9]=1)=[O:7].[Cl-].[Al+3].[Cl-].[Cl-], predict the reaction product. The product is: [CH3:1][O:2][C:3]1[CH:4]=[C:5]([CH:23]=[C:24]([O:28][CH3:29])[C:25]=1[O:26][CH3:27])[C:6]([C:8]1[C:12]2[CH:13]=[CH:14][C:15]([O:21][CH3:22])=[C:16]([OH:17])[C:11]=2[O:10][CH:9]=1)=[O:7]. (2) Given the reactants [CH:1]1([C:4]([CH:6]([N:14]2[CH2:19][CH2:18][C:17]3[S:20][CH:21]=[CH:22][C:16]=3[CH2:15]2)[C:7]2[CH:12]=[CH:11][CH:10]=[CH:9][C:8]=2[F:13])=[O:5])[CH2:3][CH2:2]1.[BrH:23], predict the reaction product. The product is: [BrH:23].[CH:1]1([C:4]([CH:6]([N:14]2[CH2:19][CH2:18][C:17]3[S:20][CH:21]=[CH:22][C:16]=3[CH2:15]2)[C:7]2[CH:12]=[CH:11][CH:10]=[CH:9][C:8]=2[F:13])=[O:5])[CH2:3][CH2:2]1. (3) Given the reactants [Cl-].[CH2:2]([N+:4]1[CH:8]=[CH:7][N:6]([CH3:9])[CH:5]=1)[CH3:3].[S:10]([O:15]CC)([O:12][CH2:13]C)=[O:11].C(OS([O-])=O)C.C([N+]1C=CN(C)C=1)C, predict the reaction product. The product is: [CH3:13][O:12][S:10]([O-:15])=[O:11].[CH2:2]([N+:4]1[CH:8]=[CH:7][N:6]([CH3:9])[CH:5]=1)[CH3:3]. (4) Given the reactants [NH2:1][C:2]1[N:3]=[C:4]([NH:19][CH:20]2[CH2:25][CH2:24][NH:23][CH2:22][CH2:21]2)[C:5]2[N:11]=[C:10]([C:12]3[CH:17]=[CH:16][C:15]([F:18])=[CH:14][CH:13]=3)[CH:9]=[CH:8][C:6]=2[N:7]=1.CCN(C(C)C)C(C)C.[Cl:35][C:36]1[CH:46]=[CH:45][C:39]([O:40][CH2:41][C:42](Cl)=[O:43])=[CH:38][CH:37]=1, predict the reaction product. The product is: [NH2:1][C:2]1[N:3]=[C:4]([NH:19][CH:20]2[CH2:25][CH2:24][N:23]([C:42](=[O:43])[CH2:41][O:40][C:39]3[CH:45]=[CH:46][C:36]([Cl:35])=[CH:37][CH:38]=3)[CH2:22][CH2:21]2)[C:5]2[N:11]=[C:10]([C:12]3[CH:13]=[CH:14][C:15]([F:18])=[CH:16][CH:17]=3)[CH:9]=[CH:8][C:6]=2[N:7]=1. (5) Given the reactants [C:1]([OH:5])(=O)[CH2:2][OH:3].N1C=CC=CC=1.C[Si](Cl)(C)C.C(Cl)(=O)C(Cl)=O.[F:23][C:24]1[CH:37]=[CH:36][C:27]([CH2:28][N:29]2[CH2:34][CH2:33][NH:32][C@H:31]([CH3:35])[CH2:30]2)=[CH:26][CH:25]=1.Cl, predict the reaction product. The product is: [F:23][C:24]1[CH:37]=[CH:36][C:27]([CH2:28][N:29]2[CH2:34][CH2:33][N:32]([C:1](=[O:5])[CH2:2][OH:3])[C@H:31]([CH3:35])[CH2:30]2)=[CH:26][CH:25]=1. (6) Given the reactants [C:1]1([C@H:7]2[N:21]3[C:22]4[C:14]([C:15]5[C:20]3=[CH:19][CH:18]=[CH:17][C:16]=5[OH:23])=[CH:13][CH:12]=[CH:11][C:10]=4[O:9][CH2:8]2)[CH:6]=[CH:5][CH:4]=[CH:3][CH:2]=1.C(=O)([O-])[O-].[K+].[K+].Br[CH2:31][CH2:32][Cl:33], predict the reaction product. The product is: [C:1]1([C@H:7]2[N:21]3[C:22]4[C:14]([C:15]5[C:16]([O:23][CH2:31][CH2:32][Cl:33])=[CH:17][CH:18]=[CH:19][C:20]=53)=[CH:13][CH:12]=[CH:11][C:10]=4[O:9][CH2:8]2)[CH:2]=[CH:3][CH:4]=[CH:5][CH:6]=1.